Dataset: Forward reaction prediction with 1.9M reactions from USPTO patents (1976-2016). Task: Predict the product of the given reaction. (1) Given the reactants [Cl:1][C:2]1[CH:3]=[C:4]([C@@H:8]([OH:36])[CH2:9][NH:10][C@H:11]([CH3:35])[CH2:12][C:13]2[CH:18]=[CH:17][C:16]([S:19]([C:22]3[CH:32]=[CH:31][C:30]([O:33][CH3:34])=[CH:29][C:23]=3[C:24]([O:26]CC)=[O:25])(=[O:21])=[O:20])=[CH:15][CH:14]=2)[CH:5]=[CH:6][CH:7]=1.[OH-].[Na+].Cl, predict the reaction product. The product is: [ClH:1].[Cl:1][C:2]1[CH:3]=[C:4]([C@@H:8]([OH:36])[CH2:9][NH:10][C@H:11]([CH3:35])[CH2:12][C:13]2[CH:14]=[CH:15][C:16]([S:19]([C:22]3[CH:32]=[CH:31][C:30]([O:33][CH3:34])=[CH:29][C:23]=3[C:24]([OH:26])=[O:25])(=[O:20])=[O:21])=[CH:17][CH:18]=2)[CH:5]=[CH:6][CH:7]=1. (2) Given the reactants [Cl:1][C:2]1[CH:3]=[C:4]([N:8]2[N:12]=[N:11][C:10]([CH:13]=[O:14])=[N:9]2)[CH:5]=[CH:6][CH:7]=1.[BH4-].[Li+], predict the reaction product. The product is: [Cl:1][C:2]1[CH:3]=[C:4]([N:8]2[N:12]=[N:11][C:10]([CH2:13][OH:14])=[N:9]2)[CH:5]=[CH:6][CH:7]=1. (3) Given the reactants [C:1]([CH2:3][C:4]1[CH:5]=[C:6]([CH:9]=[C:10]([CH3:12])[CH:11]=1)[C:7]#N)#[N:2].Cl[C:14]1[C:19]([CH:20]2[CH2:22][CH2:21]2)=[C:18]([O:23][CH3:24])[N:17]=[C:16]([O:25][CH3:26])[N:15]=1.[H-].[Na+].C(OCC)(=O)C, predict the reaction product. The product is: [CH:20]1([C:19]2[C:14]([CH:3]([C:4]3[CH:11]=[C:10]([CH3:12])[CH:9]=[C:6]([CH3:7])[CH:5]=3)[C:1]#[N:2])=[N:15][C:16]([O:25][CH3:26])=[N:17][C:18]=2[O:23][CH3:24])[CH2:22][CH2:21]1. (4) Given the reactants [CH3:1][C:2]([C:10]1[CH:11]=[CH:12][CH:13]=[C:14]2[C:19]=1[N:18]=[C:17]([CH3:20])[CH:16]=[CH:15]2)([CH3:9])[CH2:3][C:4](OCC)=[O:5].[H-].[H-].[H-].[H-].[Li+].[Al+3].O.O.O.O.O.O.O.O.O.O.S([O-])([O-])(=O)=O.[Na+].[Na+], predict the reaction product. The product is: [CH3:9][C:2]([C:10]1[CH:11]=[CH:12][CH:13]=[C:14]2[C:19]=1[N:18]=[C:17]([CH3:20])[CH:16]=[CH:15]2)([CH3:1])[CH2:3][CH2:4][OH:5]. (5) The product is: [CH3:1][C:2]1[S:3][CH:4]=[C:5]([CH3:24])[C:6]=1[C:7]1[C:8]([C:15]2[CH:20]=[CH:19][C:18]([OH:21])=[CH:17][C:16]=2[F:23])=[N:9][N:10]([CH3:14])[C:11]=1[C:12]#[N:13]. Given the reactants [CH3:1][C:2]1[S:3][CH:4]=[C:5]([CH3:24])[C:6]=1[C:7]1[C:8]([C:15]2[CH:20]=[CH:19][C:18]([O:21]C)=[CH:17][C:16]=2[F:23])=[N:9][N:10]([CH3:14])[C:11]=1[C:12]#[N:13].B(F)(F)F, predict the reaction product. (6) Given the reactants [Br:1][C:2]1[CH:16]=[CH:15][C:5]([CH2:6][N:7]2[CH2:10][CH:9]([C:11]([O:13][CH3:14])=[O:12])[CH2:8]2)=[CH:4][C:3]=1[F:17].[CH3:18]O, predict the reaction product. The product is: [Br:1][C:2]1[CH:16]=[CH:15][C:5]([CH2:6][N:7]2[CH2:10][CH:9]([C:11]([O:13][CH2:14][CH3:18])=[O:12])[CH2:8]2)=[CH:4][C:3]=1[F:17].